From a dataset of Retrosynthesis with 50K atom-mapped reactions and 10 reaction types from USPTO. Predict the reactants needed to synthesize the given product. (1) Given the product N#Cc1cc(F)cc(Oc2ccc(C=O)cc2F)c1, predict the reactants needed to synthesize it. The reactants are: N#Cc1cc(O)cc(F)c1.O=Cc1ccc(F)c(F)c1. (2) The reactants are: CCc1cc(C2CCN(C(=O)OC(C)(C)C)CC2)ccc1N(C)c1cc2c(cn1)ncn2C. Given the product CCc1cc(C2CCNCC2)ccc1N(C)c1cc2c(cn1)ncn2C, predict the reactants needed to synthesize it. (3) Given the product COC(=O)C1CC(c2ccc(C)c(C)c2)CN(C(=O)Oc2ccc([N+](=O)[O-])cc2)C1, predict the reactants needed to synthesize it. The reactants are: COC(=O)C1CNCC(c2ccc(C)c(C)c2)C1.O=C(Cl)Oc1ccc([N+](=O)[O-])cc1. (4) Given the product COc1cc(-c2nn(C3CCN(C(=O)OCc4ccccc4)CC3)c3ncnc(N)c23)ccc1NC(=O)OC(C)(C)C, predict the reactants needed to synthesize it. The reactants are: COc1cc(B2OC(C)(C)C(C)(C)O2)ccc1NC(=O)OC(C)(C)C.Nc1ncnc2c1c(I)nn2C1CCN(C(=O)OCc2ccccc2)CC1. (5) The reactants are: C[Mg+].O=Cc1ccc(F)cc1Cl. Given the product CC(O)c1ccc(F)cc1Cl, predict the reactants needed to synthesize it. (6) Given the product Cc1c(SCCO)cc[n+]([O-])c1C, predict the reactants needed to synthesize it. The reactants are: Cc1c(Cl)cc[n+]([O-])c1C.OCCS.